This data is from Full USPTO retrosynthesis dataset with 1.9M reactions from patents (1976-2016). The task is: Predict the reactants needed to synthesize the given product. (1) Given the product [C:12]([C:16]1[O:20][N:19]=[C:18]([NH:21][C:22]([CH:24]2[CH2:29][CH2:28][CH2:27][N:26]([S:8]([C:5]3[CH:6]=[CH:7][C:2]([Cl:1])=[CH:3][CH:4]=3)(=[O:10])=[O:9])[CH2:25]2)=[O:23])[CH:17]=1)([CH3:15])([CH3:13])[CH3:14], predict the reactants needed to synthesize it. The reactants are: [Cl:1][C:2]1[CH:7]=[CH:6][C:5]([S:8](Cl)(=[O:10])=[O:9])=[CH:4][CH:3]=1.[C:12]([C:16]1[O:20][N:19]=[C:18]([NH:21][C:22]([CH:24]2[CH2:29][CH2:28][CH2:27][NH:26][CH2:25]2)=[O:23])[CH:17]=1)([CH3:15])([CH3:14])[CH3:13].Cl.C(N(CC)C(C)C)(C)C. (2) The reactants are: [Cl:1][C:2]1[N:3]=[C:4](Cl)[C:5]2[CH2:11][O:10][CH2:9][CH:8]([C:12]3[CH:17]=[CH:16][CH:15]=[CH:14][CH:13]=3)[C:6]=2[N:7]=1.[CH3:19][NH:20][CH3:21]. Given the product [Cl:1][C:2]1[N:3]=[C:4]([N:20]([CH3:21])[CH3:19])[C:5]2[CH2:11][O:10][CH2:9][CH:8]([C:12]3[CH:17]=[CH:16][CH:15]=[CH:14][CH:13]=3)[C:6]=2[N:7]=1, predict the reactants needed to synthesize it. (3) Given the product [Cl:1][C:2]1[N:10]=[CH:9][C:8]([C:39]([N:37]2[CH2:38][CH2:24][N:23]([C:22]3[N:17]=[CH:15][CH:14]=[CH:13][N:30]=3)[CH2:27][CH2:36]2)=[O:40])=[CH:7][CH:3]=1, predict the reactants needed to synthesize it. The reactants are: [Cl:1][C:2]1[N:10]=[CH:9][CH:8]=[CH:7][C:3]=1C(O)=O.C1C=[CH:13][C:14]2N(O)N=[N:17][C:15]=2C=1.C[CH2:22][N:23]([CH:27](C)C)[CH:24](C)C.[NH:30]1CCNCC1.[CH3:36][N:37]([CH:39]=[O:40])[CH3:38]. (4) Given the product [Cl:1][C:2]1[N:7]([CH2:17][CH3:18])[C:6](=[O:8])[CH:5]=[C:4]([Cl:9])[N:3]=1, predict the reactants needed to synthesize it. The reactants are: [Cl:1][C:2]1[N:7]=[C:6]([OH:8])[CH:5]=[C:4]([Cl:9])[N:3]=1.C([O-])([O-])=O.[K+].[K+].I[CH2:17][CH3:18]. (5) Given the product [F:39][C:30]([F:29])([F:38])[C:31]1[CH:32]=[C:33]([S:37][C@@H:6]2[CH2:7][CH2:8][C@H:9]([NH:12][C:13](=[O:14])[O:15][C:16]([CH3:17])([CH3:18])[CH3:19])[CH2:10][CH2:11]2)[CH:34]=[CH:35][CH:36]=1, predict the reactants needed to synthesize it. The reactants are: CS(O[C@H:6]1[CH2:11][CH2:10][C@H:9]([NH:12][C:13]([O:15][C:16]([CH3:19])([CH3:18])[CH3:17])=[O:14])[CH2:8][CH2:7]1)(=O)=O.CCN(C(C)C)C(C)C.[F:29][C:30]([F:39])([F:38])[C:31]1[CH:32]=[C:33]([SH:37])[CH:34]=[CH:35][CH:36]=1.